From a dataset of Peptide-MHC class II binding affinity with 134,281 pairs from IEDB. Regression. Given a peptide amino acid sequence and an MHC pseudo amino acid sequence, predict their binding affinity value. This is MHC class II binding data. (1) The peptide sequence is FSGVAATESAYLAYR. The MHC is DRB1_0401 with pseudo-sequence DRB1_0401. The binding affinity (normalized) is 0.618. (2) The peptide sequence is TNFKYNYSVIEGGPI. The MHC is DRB1_0301 with pseudo-sequence DRB1_0301. The binding affinity (normalized) is 0.0470.